This data is from Full USPTO retrosynthesis dataset with 1.9M reactions from patents (1976-2016). The task is: Predict the reactants needed to synthesize the given product. Given the product [CH2:43]([C:45]1[S:46][CH:47]=[C:48](/[CH:50]=[CH:1]\[C:3]2[C:4]([O:14][CH2:15][C:16]3[CH:39]=[CH:38][C:19]([O:20][CH2:21][C:22]4[N:23]=[C:24]([C:28]5[S:32][C:31]([C:33]([O:35][CH2:36][CH3:37])=[O:34])=[CH:30][CH:29]=5)[O:25][C:26]=4[CH3:27])=[C:18]([O:40][CH3:41])[CH:17]=3)=[N:5][N:6]([C:8]3[CH:13]=[CH:12][CH:11]=[CH:10][CH:9]=3)[CH:7]=2)[N:49]=1)[CH3:44], predict the reactants needed to synthesize it. The reactants are: [CH:1]([C:3]1[C:4]([O:14][CH2:15][C:16]2[CH:39]=[CH:38][C:19]([O:20][CH2:21][C:22]3[N:23]=[C:24]([C:28]4[S:32][C:31]([C:33]([O:35][CH2:36][CH3:37])=[O:34])=[CH:30][CH:29]=4)[O:25][C:26]=3[CH3:27])=[C:18]([O:40][CH3:41])[CH:17]=2)=[N:5][N:6]([C:8]2[CH:13]=[CH:12][CH:11]=[CH:10][CH:9]=2)[CH:7]=1)=O.[Cl-].[CH2:43]([C:45]1[S:46][CH:47]=[C:48]([CH2:50][P+](C2C=CC=CC=2)(C2C=CC=CC=2)C2C=CC=CC=2)[N:49]=1)[CH3:44].C(=O)([O-])[O-].[K+].[K+].CN(C)C=O.